The task is: Predict the reactants needed to synthesize the given product.. This data is from Full USPTO retrosynthesis dataset with 1.9M reactions from patents (1976-2016). (1) Given the product [C:2]([N:14]1[CH2:19][CH2:18][C:17](=[O:20])[CH:16]([CH2:21][CH3:22])[CH2:15]1)([O:4][CH2:5][CH3:6])=[O:3], predict the reactants needed to synthesize it. The reactants are: Cl[C:2]([O:4][CH2:5][CH3:6])=[O:3].C([N:14]1[CH2:19][CH2:18][C:17](=[O:20])[CH:16]([CH2:21][CH3:22])[CH2:15]1)C1C=CC=CC=1. (2) Given the product [Cl:24][C:25]1[CH:30]=[CH:29][CH:28]=[CH:27][C:26]=1[C:6]1[N:7]([C:11]([O:13][CH2:14][CH3:15])=[O:12])[C:8]2[C:4]([CH:5]=1)=[CH:3][C:2]([I:1])=[CH:10][CH:9]=2, predict the reactants needed to synthesize it. The reactants are: [I:1][C:2]1[CH:3]=[C:4]2[C:8](=[CH:9][CH:10]=1)[N:7]([C:11]([O:13][CH2:14][CH3:15])=[O:12])[C:6](OS(C(F)(F)F)(=O)=O)=[CH:5]2.[Cl:24][C:25]1[CH:30]=[CH:29][CH:28]=[CH:27][C:26]=1B(O)O.C([O-])(O)=O.[Na+].N#N. (3) Given the product [C:19]1([CH2:18][N:9]2[C@H:8]([CH2:7][OH:6])[CH2:17][N:16]3[C@H:11]([CH2:12][O:13][CH2:14][CH2:15]3)[CH2:10]2)[CH:20]=[CH:21][CH:22]=[CH:23][CH:24]=1, predict the reactants needed to synthesize it. The reactants are: CC([Si](C)(C)[O:6][CH2:7][C@@H:8]1[CH2:17][N:16]2[C@H:11]([CH2:12][O:13][CH2:14][CH2:15]2)[CH2:10][N:9]1[CH2:18][C:19]1[CH:24]=[CH:23][CH:22]=[CH:21][CH:20]=1)(C)C.Cl. (4) Given the product [O:52]([C:48]1[CH:47]=[C:46]([C:33]2([C:28]3[CH:29]=[CH:30][CH:31]=[CH:32][N:27]=3)[C:34]3[CH:35]=[CH:36][CH:37]=[CH:38][C:39]=3[C:40]3[C:45]2=[CH:44][CH:43]=[CH:42][CH:41]=3)[CH:51]=[CH:50][CH:49]=1)[C:2]1[CH:3]=[C:4]([C:8]2([C:21]3[CH:26]=[CH:25][CH:24]=[CH:23][N:22]=3)[C:20]3[CH:19]=[CH:18][CH:17]=[CH:16][C:15]=3[C:14]3[C:9]2=[CH:10][CH:11]=[CH:12][CH:13]=3)[CH:5]=[CH:6][CH:7]=1, predict the reactants needed to synthesize it. The reactants are: Br[C:2]1[CH:3]=[C:4]([C:8]2([C:21]3[CH:26]=[CH:25][CH:24]=[CH:23][N:22]=3)[C:20]3[CH:19]=[CH:18][CH:17]=[CH:16][C:15]=3[C:14]3[C:9]2=[CH:10][CH:11]=[CH:12][CH:13]=3)[CH:5]=[CH:6][CH:7]=1.[N:27]1[CH:32]=[CH:31][CH:30]=[CH:29][C:28]=1[C:33]1([C:46]2[CH:47]=[C:48]([OH:52])[CH:49]=[CH:50][CH:51]=2)[C:45]2[CH:44]=[CH:43][CH:42]=[CH:41][C:40]=2[C:39]2[C:34]1=[CH:35][CH:36]=[CH:37][CH:38]=2.N1C=CC=CC=1C(O)=O.P([O-])([O-])([O-])=O.[K+].[K+].[K+].